Dataset: Full USPTO retrosynthesis dataset with 1.9M reactions from patents (1976-2016). Task: Predict the reactants needed to synthesize the given product. (1) Given the product [Cl:1][C:2]1[CH:3]=[C:4]2[C:12](=[CH:13][CH:14]=1)[O:11][C:7]1([CH2:8][CH2:9][CH2:10]1)[CH2:6][CH:5]2[CH2:15][C:16]([OH:18])=[O:17], predict the reactants needed to synthesize it. The reactants are: [Cl:1][C:2]1[CH:3]=[C:4]2[C:12](=[CH:13][CH:14]=1)[O:11][C:7]1([CH2:10][CH2:9][CH2:8]1)[CH2:6]/[C:5]/2=[CH:15]\[C:16]([OH:18])=[O:17].[H][H]. (2) Given the product [CH3:1][C:2]1([CH3:16])[C:10]2[CH2:9][CH2:8][C:7]3[O:11][CH:32]=[N:34][C:6]=3[C:5]=2[C:4]([CH3:14])([CH3:13])[CH:3]1[CH3:15], predict the reactants needed to synthesize it. The reactants are: [CH3:1][C:2]1([CH3:16])[C:10]2[CH2:9][CH2:8][C:7](=[O:11])[C:6](=O)[C:5]=2[C:4]([CH3:14])([CH3:13])[CH:3]1[CH3:15].CC1(C)C2CCCC(=O)C=2C(C)(C)C1C.[CH:32]([NH2:34])=O.